This data is from Full USPTO retrosynthesis dataset with 1.9M reactions from patents (1976-2016). The task is: Predict the reactants needed to synthesize the given product. (1) Given the product [CH3:15][N:13]([CH3:14])[CH2:12][CH2:11][N:10]1[C:9](=[O:16])[CH2:8][O:7][C:6]2[CH:17]=[C:2]([NH:1][C:24]([C:20]3[S:19][CH:23]=[CH:22][CH:21]=3)=[NH:25])[CH:3]=[CH:4][C:5]1=2, predict the reactants needed to synthesize it. The reactants are: [NH2:1][C:2]1[CH:3]=[CH:4][C:5]2[N:10]([CH2:11][CH2:12][N:13]([CH3:15])[CH3:14])[C:9](=[O:16])[CH2:8][O:7][C:6]=2[CH:17]=1.I.[S:19]1[CH:23]=[CH:22][CH:21]=[C:20]1[C:24](SC)=[NH:25]. (2) Given the product [Cl:32][C:33]1[CH:41]=[CH:40][CH:39]=[CH:38][C:34]=1[C:35]([NH:2][CH2:3][C:4]1[CH:12]=[CH:11][CH:10]=[C:9]2[C:5]=1[C:6](=[O:22])[N:7]([CH:14]1[CH2:19][CH2:18][C:17](=[O:20])[NH:16][C:15]1=[O:21])[C:8]2=[O:13])=[O:36], predict the reactants needed to synthesize it. The reactants are: Cl.[NH2:2][CH2:3][C:4]1[CH:12]=[CH:11][CH:10]=[C:9]2[C:5]=1[C:6](=[O:22])[N:7]([CH:14]1[CH2:19][CH2:18][C:17](=[O:20])[NH:16][C:15]1=[O:21])[C:8]2=[O:13].C(N(C(C)C)CC)(C)C.[Cl:32][C:33]1[CH:41]=[CH:40][CH:39]=[CH:38][C:34]=1[C:35](Cl)=[O:36]. (3) Given the product [CH3:21][C@H:22]1[CH2:31][C:30]2[C:25](=[CH:26][CH:27]=[C:28]([CH2:32][CH2:33][N:18]3[CH2:17][CH2:16][CH:15]([NH:14][C:12]([C:8]4[CH:7]=[C:6]5[C:11](=[CH:10][CH:9]=4)[C:3](=[O:2])[O:4][CH2:5]5)=[O:13])[CH2:20][CH2:19]3)[CH:29]=2)[C:24](=[O:35])[O:23]1, predict the reactants needed to synthesize it. The reactants are: Cl.[O:2]=[C:3]1[C:11]2[C:6](=[CH:7][C:8]([C:12]([NH:14][CH:15]3[CH2:20][CH2:19][NH:18][CH2:17][CH2:16]3)=[O:13])=[CH:9][CH:10]=2)[CH2:5][O:4]1.[CH3:21][C@H:22]1[CH2:31][C:30]2[C:25](=[CH:26][CH:27]=[C:28]([CH2:32][CH:33]=O)[CH:29]=2)[C:24](=[O:35])[O:23]1. (4) Given the product [C:1]([O:5][C:6]([NH:8][C@H:9]([C:37]([O:39][C:40]([CH3:43])([CH3:42])[CH3:41])=[O:38])[CH2:10][C@H:11]([CH2:19][C:20]1[CH:25]=[CH:24][C:23]([CH2:26][CH2:27][CH2:28][O:29][Si:30]([C:33]([CH3:36])([CH3:35])[CH3:34])([CH3:32])[CH3:31])=[CH:22][N:21]=1)[C:12]([O:14][C:15]([CH3:17])([CH3:16])[CH3:18])=[O:13])=[O:7])([CH3:2])([CH3:3])[CH3:4], predict the reactants needed to synthesize it. The reactants are: [C:1]([O:5][C:6]([NH:8][C@H:9]([C:37]([O:39][C:40]([CH3:43])([CH3:42])[CH3:41])=[O:38])[CH2:10][C@H:11]([CH2:19][C:20]1[CH:25]=[CH:24][C:23](/[CH:26]=[CH:27]/[CH2:28][O:29][Si:30]([C:33]([CH3:36])([CH3:35])[CH3:34])([CH3:32])[CH3:31])=[CH:22][N:21]=1)[C:12]([O:14][C:15]([CH3:18])([CH3:17])[CH3:16])=[O:13])=[O:7])([CH3:4])([CH3:3])[CH3:2]. (5) Given the product [C:11]([O:15][C:16]([N:18]1[CH2:19][CH2:20][N:21]([C:24]([C:26]2[C:30]3=[N:31][CH:32]=[CH:33][CH:34]=[C:29]3[N:28]([C:35]3[CH:40]=[CH:39][CH:38]=[CH:37][CH:36]=3)[C:27]=2[O:8][C:3]2[CH:4]=[CH:5][CH:6]=[CH:7][C:2]=2[CH3:1])=[O:25])[CH2:22][CH2:23]1)=[O:17])([CH3:14])([CH3:12])[CH3:13], predict the reactants needed to synthesize it. The reactants are: [CH3:1][C:2]1[CH:7]=[CH:6][CH:5]=[CH:4][C:3]=1[OH:8].[H-].[Na+].[C:11]([O:15][C:16]([N:18]1[CH2:23][CH2:22][N:21]([C:24]([C:26]2[C:30]3=[N:31][CH:32]=[CH:33][CH:34]=[C:29]3[N:28]([C:35]3[CH:40]=[CH:39][CH:38]=[CH:37][CH:36]=3)[C:27]=2Cl)=[O:25])[CH2:20][CH2:19]1)=[O:17])([CH3:14])([CH3:13])[CH3:12]. (6) Given the product [F:1][C:2]1[CH:3]=[C:4]2[C:8](=[CH:9][CH:10]=1)[NH:7][C:6](=[O:11])/[C:5]/2=[CH:22]/[C:18]1[CH:17]=[C:16]2[C:21]([C:13]([I:12])=[N:14][N:15]2[CH2:24][O:25][CH2:26][CH2:27][Si:28]([CH3:31])([CH3:30])[CH3:29])=[CH:20][CH:19]=1, predict the reactants needed to synthesize it. The reactants are: [F:1][C:2]1[CH:3]=[C:4]2[C:8](=[CH:9][CH:10]=1)[NH:7][C:6](=[O:11])[CH2:5]2.[I:12][C:13]1[C:21]2[C:16](=[CH:17][C:18]([CH:22]=O)=[CH:19][CH:20]=2)[N:15]([CH2:24][O:25][CH2:26][CH2:27][Si:28]([CH3:31])([CH3:30])[CH3:29])[N:14]=1.N1CCCCC1. (7) Given the product [CH3:35][C:10]1([CH2:9][OH:8])[S:16][CH2:15][CH2:14][N:13]2[C:17]([C:20]3([C:23]4[CH:24]=[CH:25][C:26]([C:29]5[CH:30]=[N:31][N:32]([CH3:34])[CH:33]=5)=[CH:27][CH:28]=4)[CH2:22][CH2:21]3)=[N:18][N:19]=[C:12]2[CH2:11]1, predict the reactants needed to synthesize it. The reactants are: [Si]([O:8][CH2:9][C:10]1([CH3:35])[S:16][CH2:15][CH2:14][N:13]2[C:17]([C:20]3([C:23]4[CH:28]=[CH:27][C:26]([C:29]5[CH:30]=[N:31][N:32]([CH3:34])[CH:33]=5)=[CH:25][CH:24]=4)[CH2:22][CH2:21]3)=[N:18][N:19]=[C:12]2[CH2:11]1)(C(C)(C)C)(C)C.Cl.